This data is from Full USPTO retrosynthesis dataset with 1.9M reactions from patents (1976-2016). The task is: Predict the reactants needed to synthesize the given product. (1) The reactants are: [CH3:1][O:2][C:3]1[CH:4]=[C:5]([CH:11]2[CH2:16][CH2:15][CH2:14][N:13]([CH2:17][C@H:18]([OH:23])[C:19]([F:22])([F:21])[F:20])[CH2:12]2)[CH:6]=[C:7]([O:9][CH3:10])[CH:8]=1.[Cl:24][C:25]1[CH:30]=[CH:29][C:28]([N:31]=[C:32]=[O:33])=[CH:27][CH:26]=1. Given the product [CH3:1][O:2][C:3]1[CH:4]=[C:5]([CH:11]2[CH2:16][CH2:15][CH2:14][N:13]([CH2:17][C@H:18]([O:23][C:32](=[O:33])[NH:31][C:28]3[CH:29]=[CH:30][C:25]([Cl:24])=[CH:26][CH:27]=3)[C:19]([F:21])([F:20])[F:22])[CH2:12]2)[CH:6]=[C:7]([O:9][CH3:10])[CH:8]=1, predict the reactants needed to synthesize it. (2) Given the product [C:14]1([C:23]2[CH:24]=[CH:25][CH:26]=[CH:27][CH:28]=2)[CH:15]=[CH:16][C:17]([CH2:20][CH:2]2[C:9]3[CH:8]=[C:7]([C:10]([O:12][CH3:13])=[O:11])[NH:6][C:5]=3[CH2:4][CH2:3]2)=[CH:18][CH:19]=1, predict the reactants needed to synthesize it. The reactants are: O=[C:2]1[C:9]2[CH:8]=[C:7]([C:10]([O:12][CH3:13])=[O:11])[NH:6][C:5]=2[CH2:4][CH2:3]1.[C:14]1([C:23]2[CH:28]=[CH:27][CH:26]=[CH:25][CH:24]=2)[CH:19]=[CH:18][C:17]([CH2:20][Mg]Br)=[CH:16][CH:15]=1. (3) Given the product [NH2:9][C:3]1[N:4]=[CH:5][N:6]=[C:7]([O:17][C:13]2[CH:12]=[C:11]([NH:10][C:39](=[O:42])[CH:40]=[CH2:41])[CH:16]=[CH:15][CH:14]=2)[C:2]=1[C:28]1[CH:27]=[N:26][N:25]([CH2:18][C:19]2[CH:24]=[CH:23][CH:22]=[CH:21][CH:20]=2)[CH:29]=1, predict the reactants needed to synthesize it. The reactants are: Cl[C:2]1[C:3]([NH2:9])=[N:4][CH:5]=[N:6][C:7]=1Cl.[NH2:10][C:11]1[CH:12]=[C:13]([OH:17])[CH:14]=[CH:15][CH:16]=1.[CH2:18]([N:25]1[CH:29]=[C:28](B2OC(C)(C)C(C)(C)O2)[CH:27]=[N:26]1)[C:19]1[CH:24]=[CH:23][CH:22]=[CH:21][CH:20]=1.[C:39](Cl)(=[O:42])[CH:40]=[CH2:41]. (4) Given the product [CH2:1]([N:3]1[C:7]2=[N:8][C:9]([O:12][CH2:13][C:14]3[CH:19]=[CH:18][CH:17]=[CH:16][N:15]=3)=[CH:10][CH:11]=[C:6]2[C:5]([N:20]2[CH2:25][CH2:24][NH:23][CH2:22][C:21]2=[O:33])=[CH:4]1)[CH3:2], predict the reactants needed to synthesize it. The reactants are: [CH2:1]([N:3]1[C:7]2=[N:8][C:9]([O:12][CH2:13][C:14]3[CH:19]=[CH:18][CH:17]=[CH:16][N:15]=3)=[CH:10][CH:11]=[C:6]2[C:5]([N:20]2[CH2:25][CH2:24][N:23](C(OC(C)(C)C)=O)[CH2:22][C:21]2=[O:33])=[CH:4]1)[CH3:2].FC(F)(F)C(O)=O. (5) Given the product [C:28]1([S:25]([C:24]2[C:3]3[C:2](=[CH:7][CH:6]=[C:5]([N:8]4[CH2:9][CH2:10][N:11]([C:14]([O:16][CH2:17][C:18]5[CH:19]=[CH:20][CH:21]=[CH:22][CH:23]=5)=[O:15])[CH2:12][CH2:13]4)[CH:4]=3)[NH:1][N:38]=2)(=[O:27])=[O:26])[C:37]2[C:32](=[CH:33][CH:34]=[CH:35][CH:36]=2)[CH:31]=[CH:30][CH:29]=1, predict the reactants needed to synthesize it. The reactants are: [NH2:1][C:2]1[CH:7]=[CH:6][C:5]([N:8]2[CH2:13][CH2:12][N:11]([C:14]([O:16][CH2:17][C:18]3[CH:23]=[CH:22][CH:21]=[CH:20][CH:19]=3)=[O:15])[CH2:10][CH2:9]2)=[CH:4][C:3]=1[CH2:24][S:25]([C:28]1[C:37]2[C:32](=[CH:33][CH:34]=[CH:35][CH:36]=2)[CH:31]=[CH:30][CH:29]=1)(=[O:27])=[O:26].[N:38]([O-])=O.[Na+].C([O-])(O)=O.[Na+]. (6) Given the product [C:18]([O:17][C:16]([N:15]([CH2:14][CH:13]1[CH2:12][CH2:11][N:10]([CH2:36][CH2:37][CH2:38][CH2:39][CH2:40][C:41]([O:43][CH3:44])=[O:42])[CH2:9][CH:8]1[C:4]1[CH:5]=[CH:6][CH:7]=[C:2]([F:1])[CH:3]=1)[C@@H:23]([C:25]1[C:34]2[C:29](=[CH:30][CH:31]=[CH:32][CH:33]=2)[CH:28]=[CH:27][CH:26]=1)[CH3:24])=[O:22])([CH3:19])([CH3:21])[CH3:20], predict the reactants needed to synthesize it. The reactants are: [F:1][C:2]1[CH:3]=[C:4]([CH:8]2[CH:13]([CH2:14][N:15]([C@@H:23]([C:25]3[C:34]4[C:29](=[CH:30][CH:31]=[CH:32][CH:33]=4)[CH:28]=[CH:27][CH:26]=3)[CH3:24])[C:16](=[O:22])[O:17][C:18]([CH3:21])([CH3:20])[CH3:19])[CH2:12][CH2:11][NH:10][CH2:9]2)[CH:5]=[CH:6][CH:7]=1.O=[CH:36][CH2:37][CH2:38][CH2:39][CH2:40][C:41]([O:43][CH3:44])=[O:42].C(O[BH-](OC(=O)C)OC(=O)C)(=O)C.[Na+].C(=O)([O-])O.[Na+]. (7) Given the product [N:23]1[CH:22]=[CH:21][C:20]([C:17]2[O:18][CH:19]=[C:15]([N:3]3[CH2:4][C@:5]4([CH:10]5[CH2:11][CH2:12][N:7]([CH2:8][CH2:9]5)[CH2:6]4)[O:1][C:2]3=[O:13])[CH:16]=2)=[CH:25][CH:24]=1, predict the reactants needed to synthesize it. The reactants are: [O:1]1[C@@:5]2([CH:10]3[CH2:11][CH2:12][N:7]([CH2:8][CH2:9]3)[CH2:6]2)[CH2:4][NH:3][C:2]1=[O:13].Br[C:15]1[CH:16]=[C:17]([C:20]2[CH:25]=[CH:24][N:23]=[CH:22][CH:21]=2)[O:18][CH:19]=1. (8) Given the product [N+:1]([C:4]1[CH:12]=[C:8]2[C:7](=[CH:6][C:5]=1[OH:14])[N:13]=[CH:25][NH:24][C:9]2=[O:11])([O-:3])=[O:2], predict the reactants needed to synthesize it. The reactants are: [N+:1]([C:4]1[CH:12]=[C:8]([C:9]([OH:11])=O)[C:7]([NH2:13])=[CH:6][C:5]=1[OH:14])([O-:3])=[O:2].C([O-])([O-])OC.C([O-])(=O)C.[NH4+:24].[CH3:25]O.